From a dataset of Forward reaction prediction with 1.9M reactions from USPTO patents (1976-2016). Predict the product of the given reaction. (1) Given the reactants [CH3:1][C:2]([O:5][C:6]([N:8]1[CH2:13][CH2:12][C:11]([NH:17][C:18]([O:20][CH2:21][C:22]2[CH:27]=[CH:26][CH:25]=[CH:24][CH:23]=2)=[O:19])([C:14]([OH:16])=[O:15])[CH2:10][CH2:9]1)=[O:7])([CH3:4])[CH3:3].CI.[C:30](=O)([O-])[O-].[K+].[K+], predict the reaction product. The product is: [C:22]1([CH2:21][O:20][C:18]([NH:17][C:11]2([C:14]([O:16][CH3:30])=[O:15])[CH2:12][CH2:13][N:8]([C:6]([O:5][C:2]([CH3:1])([CH3:3])[CH3:4])=[O:7])[CH2:9][CH2:10]2)=[O:19])[CH:23]=[CH:24][CH:25]=[CH:26][CH:27]=1. (2) Given the reactants [CH2:1]([O:3][C:4]([C:6]1[CH:7]=[N:8][C:9]2[C:14]([C:15]=1Cl)=[CH:13][CH:12]=[CH:11][C:10]=2[O:17][CH3:18])=[O:5])[CH3:2].[F:19][CH2:20][CH2:21][CH2:22][CH2:23][NH2:24], predict the reaction product. The product is: [CH2:1]([O:3][C:4]([C:6]1[CH:7]=[N:8][C:9]2[C:14]([C:15]=1[NH:24][CH2:23][CH2:22][CH2:21][CH2:20][F:19])=[CH:13][CH:12]=[CH:11][C:10]=2[O:17][CH3:18])=[O:5])[CH3:2].